Dataset: Full USPTO retrosynthesis dataset with 1.9M reactions from patents (1976-2016). Task: Predict the reactants needed to synthesize the given product. (1) Given the product [F:39][C:20](=[O:21])[C@@H:19]([NH:18][C:16](=[O:17])[O:15][CH2:14][CH:12]1[C:11]2[CH:10]=[CH:9][CH:8]=[CH:7][C:6]=2[C:5]2[C:13]1=[CH:1][CH:2]=[CH:3][CH:4]=2)[C@@H:23]([CH3:26])[CH2:24][CH3:25], predict the reactants needed to synthesize it. The reactants are: [CH:1]1[C:13]2[CH:12]([CH2:14][O:15][C:16]([NH:18][C@@H:19]([C@@H:23]([CH3:26])[CH2:24][CH3:25])[C:20](O)=[O:21])=[O:17])[C:11]3[C:6](=[CH:7][CH:8]=[CH:9][CH:10]=3)[C:5]=2[CH:4]=[CH:3][CH:2]=1.N1C=CC=CC=1.CCN(S(F)(F)[F:39])CC. (2) Given the product [C:1]([O:5][C:6]([N:8]1[CH2:11][CH:10]([O:12][C:13]2[CH:14]=[C:15]3[C:24](=[CH:25][C:26]=2[CH:30]2[CH2:32][CH2:31]2)[O:23][CH2:22][C:21]2[N:16]3[CH:17]([CH3:29])[C:18](=[O:28])[NH:19][N:20]=2)[CH2:9]1)=[O:7])([CH3:4])([CH3:3])[CH3:2], predict the reactants needed to synthesize it. The reactants are: [C:1]([O:5][C:6]([N:8]1[CH2:11][CH:10]([O:12][C:13]2[CH:14]=[C:15]3[C:24](=[CH:25][C:26]=2Br)[O:23][CH2:22][C:21]2[N:16]3[CH:17]([CH3:29])[C:18](=[O:28])[NH:19][N:20]=2)[CH2:9]1)=[O:7])([CH3:4])([CH3:3])[CH3:2].[CH:30]1(B(O)O)[CH2:32][CH2:31]1.C([O-])([O-])=O.[K+].[K+].C(Cl)Cl. (3) Given the product [OH:1][C:2]1[CH:3]=[CH:4][C:5]([CH2:8][CH2:9][C:10]([NH:13][C@H:14]2[CH2:15][CH2:16][C@H:17]([C:20]3[CH:25]=[CH:24][CH:23]=[CH:22][CH:21]=3)[CH2:18][CH2:19]2)=[O:12])=[CH:6][CH:7]=1, predict the reactants needed to synthesize it. The reactants are: [OH:1][C:2]1[CH:7]=[CH:6][C:5]([CH2:8][CH2:9][C:10]([OH:12])=O)=[CH:4][CH:3]=1.[NH2:13][C@H:14]1[CH2:19][CH2:18][C@H:17]([C:20]2[CH:25]=[CH:24][CH:23]=[CH:22][CH:21]=2)[CH2:16][CH2:15]1.C(Cl)CCl.C1C=CC2N(O)N=NC=2C=1. (4) Given the product [CH3:19][C:20]1[CH:21]=[C:22]([CH:23]=[C:24]([CH3:26])[CH:25]=1)[O:27][C:2]1[CH:9]=[CH:8][C:5]([C:6]#[N:7])=[CH:4][C:3]=1[N+:10]([O-:12])=[O:11], predict the reactants needed to synthesize it. The reactants are: Cl[C:2]1[CH:9]=[CH:8][C:5]([C:6]#[N:7])=[CH:4][C:3]=1[N+:10]([O-:12])=[O:11].C(=O)([O-])[O-].[K+].[K+].[CH3:19][C:20]1[CH:21]=[C:22]([OH:27])[CH:23]=[C:24]([CH3:26])[CH:25]=1. (5) Given the product [C@H:1]1([NH:10][C:11]2[CH:20]=[CH:19][C:18]3[C:13](=[CH:14][CH:15]=[C:16]([NH2:21])[CH:17]=3)[N:12]=2)[C:9]2[C:4](=[CH:5][CH:6]=[CH:7][CH:8]=2)[CH2:3][CH2:2]1, predict the reactants needed to synthesize it. The reactants are: [C@H:1]1([NH:10][C:11]2[CH:20]=[CH:19][C:18]3[C:13](=[CH:14][CH:15]=[C:16]([N+:21]([O-])=O)[CH:17]=3)[N:12]=2)[C:9]2[C:4](=[CH:5][CH:6]=[CH:7][CH:8]=2)[CH2:3][CH2:2]1. (6) Given the product [C:1]([NH:5][C:6]([C:8]1[C:16]2[C:11](=[N:12][CH:13]=[C:14]([N:17]3[C:25]4[C:20](=[CH:21][C:22]([C:26]([F:27])([F:29])[F:28])=[CH:23][CH:24]=4)[CH:19]=[N:18]3)[N:15]=2)[NH:10][CH:9]=1)=[O:7])([CH3:4])([CH3:2])[CH3:3], predict the reactants needed to synthesize it. The reactants are: [C:1]([NH:5][C:6]([C:8]1[C:16]2[C:11](=[N:12][CH:13]=[C:14]([N:17]3[C:25]4[C:20](=[CH:21][C:22]([C:26]([F:29])([F:28])[F:27])=[CH:23][CH:24]=4)[CH:19]=[N:18]3)[N:15]=2)[N:10](COCC[Si](C)(C)C)[CH:9]=1)=[O:7])([CH3:4])([CH3:3])[CH3:2].FC(F)(F)C(O)=O.